Task: Predict the reactants needed to synthesize the given product.. Dataset: Full USPTO retrosynthesis dataset with 1.9M reactions from patents (1976-2016) (1) The reactants are: [Br:1][C:2]1[C:7]([O:8][CH3:9])=[CH:6][CH:5]=[C:4]([CH2:10][OH:11])[N:3]=1.N1C=CN=C1.[Si:17](Cl)([C:20]([CH3:23])([CH3:22])[CH3:21])([CH3:19])[CH3:18].[NH4+]. Given the product [Br:1][C:2]1[C:7]([O:8][CH3:9])=[CH:6][CH:5]=[C:4]([CH2:10][O:11][Si:17]([C:20]([CH3:23])([CH3:22])[CH3:21])([CH3:19])[CH3:18])[N:3]=1, predict the reactants needed to synthesize it. (2) The reactants are: [OH:1][N:2]=[C:3]([CH3:52])[C:4]([NH:7][CH2:8][CH2:9][CH:10]([CH2:42][CH2:43][NH:44][C:45]([CH3:51])([CH3:50])[C:46](=[N:48][OH:49])[CH3:47])[CH2:11][CH2:12][NH:13][C:14]([C:16]1[CH:41]=[CH:40][C:19]([CH2:20][N:21]([S:29]([C:32]2[CH:37]=[CH:36][C:35]([O:38][CH3:39])=[CH:34][CH:33]=2)(=[O:31])=[O:30])[CH:22]([CH:26]([CH3:28])[CH3:27])[C:23](O)=[O:24])=[CH:18][CH:17]=1)=[O:15])([CH3:6])[CH3:5].CN1CCOCC1.C1CN([P+]([O:76][N:77]2N=NC3C=CC=NC2=3)(N2CCCC2)N2CCCC2)CC1.F[P-](F)(F)(F)(F)F.[Si](ON)(C(C)(C)C)(C)C. Given the product [OH:76][NH:77][C:23]([CH:22]([N:21]([CH2:20][C:19]1[CH:18]=[CH:17][C:16]([C:14]([NH:13][CH2:12][CH2:11][CH:10]([CH2:42][CH2:43][NH:44][C:45]([CH3:50])([CH3:51])[C:46](=[N:48][OH:49])[CH3:47])[CH2:9][CH2:8][NH:7][C:4]([CH3:5])([CH3:6])[C:3](=[N:2][OH:1])[CH3:52])=[O:15])=[CH:41][CH:40]=1)[S:29]([C:32]1[CH:33]=[CH:34][C:35]([O:38][CH3:39])=[CH:36][CH:37]=1)(=[O:31])=[O:30])[CH:26]([CH3:28])[CH3:27])=[O:24], predict the reactants needed to synthesize it. (3) The reactants are: [C:1]([O:5][C:6]([N:8]1[CH2:13][CH2:12][N:11]([C:14]2[N:19]=[CH:18][C:17]([C:20]([OH:22])=O)=[CH:16][N:15]=2)[CH2:10][CH2:9]1)=[O:7])([CH3:4])([CH3:3])[CH3:2].C(N=C=NCCCN(C)C)C.OC1C2N=NNC=2C=CC=1.C(N(CC)CC)C.[CH3:51][NH:52][O:53][CH3:54]. Given the product [CH3:54][O:53][N:52]([CH3:51])[C:20]([C:17]1[CH:16]=[N:15][C:14]([N:11]2[CH2:10][CH2:9][N:8]([C:6]([O:5][C:1]([CH3:4])([CH3:2])[CH3:3])=[O:7])[CH2:13][CH2:12]2)=[N:19][CH:18]=1)=[O:22], predict the reactants needed to synthesize it. (4) Given the product [CH:20]([C:23]1[CH:28]=[CH:27][CH:26]=[C:25]([CH:29]([CH3:30])[CH3:31])[C:24]=1[NH:32][C:33](=[O:34])[N:10]([CH2:9][C:6]1[CH:5]=[CH:4][C:3]([N:2]([CH3:19])[CH3:1])=[CH:8][CH:7]=1)[C:11]1[CH:16]=[CH:15][C:14]([CH3:17])=[CH:13][C:12]=1[CH3:18])([CH3:21])[CH3:22], predict the reactants needed to synthesize it. The reactants are: [CH3:1][N:2]([CH3:19])[C:3]1[CH:8]=[CH:7][C:6]([CH2:9][NH:10][C:11]2[CH:16]=[CH:15][C:14]([CH3:17])=[CH:13][C:12]=2[CH3:18])=[CH:5][CH:4]=1.[CH:20]([C:23]1[CH:28]=[CH:27][CH:26]=[C:25]([CH:29]([CH3:31])[CH3:30])[C:24]=1[N:32]=[C:33]=[O:34])([CH3:22])[CH3:21]. (5) The reactants are: [Cl:1][C:2]1[CH:7]=[CH:6][CH:5]=[C:4]([F:8])[C:3]=1[NH:9][C:10]1[CH:15]=[CH:14][C:13]([CH3:16])=[CH:12][CH:11]=1.Cl[CH2:18][C:19](Cl)=[O:20].CCCCCCCCCC.[Cl-].[Al+3].[Cl-].[Cl-]. Given the product [Cl:1][C:2]1[CH:7]=[CH:6][CH:5]=[C:4]([F:8])[C:3]=1[N:9]1[C:10]2[C:11](=[CH:12][C:13]([CH3:16])=[CH:14][CH:15]=2)[CH2:18][C:19]1=[O:20], predict the reactants needed to synthesize it. (6) Given the product [OH:49][CH2:48][CH2:36][C@H:37]([NH:38][C:11]([C:8]1[CH:9]=[C:10]2[C:5](=[CH:6][CH:7]=1)[NH:4][N:3]=[C:2]2[I:1])=[O:13])[C:23]1[CH:24]=[CH:25][CH:26]=[CH:27][CH:28]=1, predict the reactants needed to synthesize it. The reactants are: [I:1][C:2]1[C:10]2[C:5](=[CH:6][CH:7]=[C:8]([C:11]([OH:13])=O)[CH:9]=2)[NH:4][N:3]=1.CN(C(ON1N=N[C:24]2[CH:25]=[CH:26][CH:27]=[CH:28][C:23]1=2)=[N+](C)C)C.[B-](F)(F)(F)F.[CH3:36][CH2:37][N:38](C(C)C)C(C)C.CN([CH:48]=[O:49])C. (7) Given the product [CH3:19][O:20][C:13](=[O:17])[C:14]([C:1]1[C:11]2=[C:12]3[C:7](=[CH:8][CH:9]=[CH:10]2)[CH2:6][CH2:5][CH2:4][N:3]3[CH:2]=1)=[O:15], predict the reactants needed to synthesize it. The reactants are: [CH:1]1[C:11]2=[C:12]3[C:7](=[CH:8][CH:9]=[CH:10]2)[CH2:6][CH2:5][CH2:4][N:3]3[CH:2]=1.[C:13](Cl)(=[O:17])[C:14](Cl)=[O:15].[CH3:19][O-:20].[Na+]. (8) Given the product [Br:13][CH2:1][C:2]1[O:6][C:5]([C:7]2[CH:8]=[CH:9][CH:10]=[CH:11][CH:12]=2)=[N:4][CH:3]=1, predict the reactants needed to synthesize it. The reactants are: [CH3:1][C:2]1[O:6][C:5]([C:7]2[CH:12]=[CH:11][CH:10]=[CH:9][CH:8]=2)=[N:4][CH:3]=1.[Br:13]N1C(=O)CCC1=O.C(OOC(=O)C1C=CC=CC=1)(=O)C1C=CC=CC=1.